Dataset: HIV replication inhibition screening data with 41,000+ compounds from the AIDS Antiviral Screen. Task: Binary Classification. Given a drug SMILES string, predict its activity (active/inactive) in a high-throughput screening assay against a specified biological target. The drug is COc1ccc2c(c1)NC(=N)n1c(nc3ccccc31)S2.Cl. The result is 0 (inactive).